Dataset: Full USPTO retrosynthesis dataset with 1.9M reactions from patents (1976-2016). Task: Predict the reactants needed to synthesize the given product. Given the product [CH3:16][N:17]([CH3:21])[CH2:18][CH2:19][NH:20][C:2]1[CH:7]=[CH:6][C:5]([N+:8]([O-:10])=[O:9])=[CH:4][N:3]=1, predict the reactants needed to synthesize it. The reactants are: Cl[C:2]1[CH:7]=[CH:6][C:5]([N+:8]([O-:10])=[O:9])=[CH:4][N:3]=1.C(N=[N+]=[N-])C.[CH3:16][N:17]([CH3:21])[CH2:18][CH2:19][NH2:20].